This data is from Full USPTO retrosynthesis dataset with 1.9M reactions from patents (1976-2016). The task is: Predict the reactants needed to synthesize the given product. (1) Given the product [C:21]([O-:3])(=[O:20])[CH3:22].[Cl:7][C:8]1[CH:13]=[CH:12][C:11]([C:14]2([C:15]#[N:16])[CH2:22][CH2:21][O:20][CH2:19][CH2:18]2)=[CH:10][CH:9]=1, predict the reactants needed to synthesize it. The reactants are: CS(C)=[O:3].[H-].[Na+].[Cl:7][C:8]1[CH:13]=[CH:12][C:11]([CH2:14][C:15]#[N:16])=[CH:10][CH:9]=1.Br[CH2:18][CH2:19][O:20][CH2:21][CH2:22]Br. (2) Given the product [Cl:18][C:14]1[CH:13]=[C:12]([N:7]2[C@@H:8]([CH3:11])[C@H:9]([OH:10])[C:21]([F:28])([F:27])[C:6]2=[O:19])[CH:17]=[CH:16][CH:15]=1, predict the reactants needed to synthesize it. The reactants are: C(O[C:6](=[O:19])[N:7]([C:12]1[CH:17]=[CH:16][CH:15]=[C:14]([Cl:18])[CH:13]=1)[C@@H:8]([CH3:11])[CH:9]=[O:10])(C)(C)C.Br[C:21]([F:28])([F:27])C(OCC)=O.S([O-])(O)(=O)=O.[K+].C(N(C(C)C)CC)(C)C. (3) Given the product [C:3]1([C:16]2[CH:17]=[CH:18][CH:19]=[CH:20][CH:21]=2)[CH:4]=[CH:5][C:6]([CH2:9][C@H:10]2[N:14]([CH2:28][C:27]3[CH:30]=[CH:31][C:24]([O:23][CH3:22])=[CH:25][CH:26]=3)[C:13](=[O:15])[CH2:12][CH2:11]2)=[CH:7][CH:8]=1, predict the reactants needed to synthesize it. The reactants are: [H-].[Na+].[C:3]1([C:16]2[CH:21]=[CH:20][CH:19]=[CH:18][CH:17]=2)[CH:8]=[CH:7][C:6]([CH2:9][C@H:10]2[NH:14][C:13](=[O:15])[CH2:12][CH2:11]2)=[CH:5][CH:4]=1.[CH3:22][O:23][C:24]1[CH:31]=[CH:30][C:27]([CH2:28]Cl)=[CH:26][CH:25]=1.CC(O)=O. (4) Given the product [Cl:24][C:19]1[CH:18]=[C:17]([CH3:25])[C:16]2[C:21](=[CH:22][CH:23]=[C:14]([N:9]3[CH2:10][CH2:11][N:7]([C:3]4[CH:2]=[N:1][CH:6]=[CH:5][CH:4]=4)[C:8]3=[O:12])[CH:15]=2)[N:20]=1, predict the reactants needed to synthesize it. The reactants are: [N:1]1[CH:6]=[CH:5][CH:4]=[C:3]([N:7]2[CH2:11][CH2:10][NH:9][C:8]2=[O:12])[CH:2]=1.Br[C:14]1[CH:15]=[C:16]2[C:21](=[CH:22][CH:23]=1)[N:20]=[C:19]([Cl:24])[CH:18]=[C:17]2[CH3:25].N[C@@H]1CCCC[C@H]1N.C(=O)([O-])[O-].[K+].[K+]. (5) Given the product [CH3:17][NH:19][C:11]([C:7]1[CH:8]=[C:9]2[C:4](=[CH:5][CH:6]=1)[NH:3][C:2](=[O:1])[CH2:10]2)=[O:13], predict the reactants needed to synthesize it. The reactants are: [O:1]=[C:2]1[CH2:10][C:9]2[C:4](=[CH:5][CH:6]=[C:7]([C:11]([OH:13])=O)[CH:8]=2)[NH:3]1.CN.Cl.[CH2:17]([N:19]=C=NCCCN(C)C)C. (6) The reactants are: [CH3:1][O:2][C:3]1[CH:8]=[C:7]([CH3:9])[CH:6]=[C:5]([O:10][CH3:11])[C:4]=1[C:12]1[N:17]2[N:18]=[C:19]([CH2:24][CH3:25])[C:20]([N+:21]([O-])=O)=[C:16]2[CH:15]=[CH:14][CH:13]=1.C(O)(=O)C. Given the product [CH3:11][O:10][C:5]1[CH:6]=[C:7]([CH3:9])[CH:8]=[C:3]([O:2][CH3:1])[C:4]=1[C:12]1[N:17]2[N:18]=[C:19]([CH2:24][CH3:25])[C:20]([NH2:21])=[C:16]2[CH:15]=[CH:14][CH:13]=1, predict the reactants needed to synthesize it. (7) Given the product [CH3:1][C:2]1[N:3]=[C:4]([C:12]2[CH:17]=[CH:16][CH:15]=[C:14]([C:18]([F:21])([F:19])[F:20])[CH:13]=2)[N:5]2[C:10]=1[CH:9]=[N:8][C:7]([NH:11][C:23]1[CH:28]=[CH:27][C:26]([OH:29])=[CH:25][CH:24]=1)=[N:6]2, predict the reactants needed to synthesize it. The reactants are: [CH3:1][C:2]1[N:3]=[C:4]([C:12]2[CH:17]=[CH:16][CH:15]=[C:14]([C:18]([F:21])([F:20])[F:19])[CH:13]=2)[N:5]2[C:10]=1[CH:9]=[N:8][C:7]([NH2:11])=[N:6]2.Br[C:23]1[CH:28]=[CH:27][C:26]([OH:29])=[CH:25][CH:24]=1.C(P(C(C)(C)C)C1C=CC=CC=1C1C=CC=CC=1)(C)(C)C.CC([O-])(C)C.[Na+]. (8) Given the product [NH2:20][N:7]1[C:8](=[O:13])[C:9]([CH:10]2[CH2:11][CH2:12]2)=[C:4]2[C:3]([O:18][CH3:19])=[C:2]([Cl:1])[C:16]([F:17])=[CH:15][N:5]2[C:6]1=[O:14], predict the reactants needed to synthesize it. The reactants are: [Cl:1][C:2]1[C:16]([F:17])=[CH:15][N:5]2[C:6](=[O:14])[NH:7][C:8](=[O:13])[C:9]([CH:10]3[CH2:12][CH2:11]3)=[C:4]2[C:3]=1[O:18][CH3:19].[N+:20](C1C=C([N+]([O-])=O)C=CC=1NO)([O-])=O. (9) Given the product [OH:12][C:11]1[C:19]2[C:1](=[O:9])[C:2]3[C:8](=[CH:7][CH:6]=[CH:5][CH:3]=3)[O:18][C:17]=2[CH:16]=[C:14]([OH:15])[CH:13]=1, predict the reactants needed to synthesize it. The reactants are: [C:1](O)(=[O:9])[C:2]1[C:3](=[CH:5][CH:6]=[CH:7][CH:8]=1)O.[C:11]1([CH:19]=[C:17]([OH:18])[CH:16]=[C:14]([OH:15])[CH:13]=1)[OH:12]. (10) The reactants are: [NH2:1][C:2]1[CH:3]=[C:4]2[C:9](=[CH:10][CH:11]=1)[N:8]=[CH:7][C:6]([C:12]#[N:13])=[C:5]2[NH:14][C:15]1[CH:20]=[CH:19][C:18]([F:21])=[C:17]([Cl:22])[CH:16]=1.[CH3:23][C:24]1[N:25]=[CH:26][NH:27][C:28]=1[CH:29]=O.[BH3-]C#N.[Na+]. Given the product [Cl:22][C:17]1[CH:16]=[C:15]([NH:14][C:5]2[C:4]3[C:9](=[CH:10][CH:11]=[C:2]([NH:1][CH2:23][C:24]4[NH:25][CH:26]=[N:27][C:28]=4[CH3:29])[CH:3]=3)[N:8]=[CH:7][C:6]=2[C:12]#[N:13])[CH:20]=[CH:19][C:18]=1[F:21], predict the reactants needed to synthesize it.